Dataset: Full USPTO retrosynthesis dataset with 1.9M reactions from patents (1976-2016). Task: Predict the reactants needed to synthesize the given product. The reactants are: CS(O[CH2:6][C:7]1[N:16]([CH2:17][CH2:18][S:19]([CH3:22])(=[O:21])=[O:20])[C:10]2=[N:11][CH:12]=[C:13]([Cl:15])[CH:14]=[C:9]2[CH:8]=1)(=O)=O.C(=O)([O-])[O-].[Cs+].[Cs+].[F:29][C:30]1[CH:31]=[C:32]2[C:36](=[CH:37][CH:38]=1)[NH:35][C:34](=[O:39])[C:33]12[CH2:41][CH2:40]1. Given the product [Cl:15][C:13]1[CH:14]=[C:9]2[CH:8]=[C:7]([CH2:6][N:35]3[C:36]4[C:32](=[CH:31][C:30]([F:29])=[CH:38][CH:37]=4)[C:33]4([CH2:40][CH2:41]4)[C:34]3=[O:39])[N:16]([CH2:17][CH2:18][S:19]([CH3:22])(=[O:21])=[O:20])[C:10]2=[N:11][CH:12]=1, predict the reactants needed to synthesize it.